Dataset: Full USPTO retrosynthesis dataset with 1.9M reactions from patents (1976-2016). Task: Predict the reactants needed to synthesize the given product. Given the product [O:1]1[C:5]2([CH2:9][CH2:8][N:7]([C@H:10]3[CH2:15][CH2:14][CH2:13][CH2:12][C@@H:11]3[OH:16])[CH2:6]2)[O:4][CH2:3][CH2:2]1, predict the reactants needed to synthesize it. The reactants are: [O:1]1[C:5]2([CH2:9][CH2:8][NH:7][CH2:6]2)[O:4][CH2:3][CH2:2]1.[CH:10]12[O:16][CH:11]1[CH2:12][CH2:13][CH2:14][CH2:15]2.